This data is from Peptide-MHC class I binding affinity with 185,985 pairs from IEDB/IMGT. The task is: Regression. Given a peptide amino acid sequence and an MHC pseudo amino acid sequence, predict their binding affinity value. This is MHC class I binding data. (1) The peptide sequence is KACDLAMCY. The MHC is HLA-A02:19 with pseudo-sequence HLA-A02:19. The binding affinity (normalized) is 0.0847. (2) The MHC is HLA-A80:01 with pseudo-sequence HLA-A80:01. The peptide sequence is VLLAFLNSM. The binding affinity (normalized) is 0.0847. (3) The binding affinity (normalized) is 0.706. The MHC is HLA-A30:02 with pseudo-sequence HLA-A30:02. The peptide sequence is VTRGAVLMY. (4) The peptide sequence is TVLDHILQK. The binding affinity (normalized) is 0.0847. The MHC is HLA-A02:12 with pseudo-sequence HLA-A02:12. (5) The MHC is HLA-A26:03 with pseudo-sequence HLA-A26:03. The peptide sequence is RRATAILRK. The binding affinity (normalized) is 0.0847.